From a dataset of Peptide-MHC class I binding affinity with 185,985 pairs from IEDB/IMGT. Regression. Given a peptide amino acid sequence and an MHC pseudo amino acid sequence, predict their binding affinity value. This is MHC class I binding data. (1) The peptide sequence is ELRENTQTTI. The MHC is HLA-A02:02 with pseudo-sequence HLA-A02:02. The binding affinity (normalized) is 0.276. (2) The peptide sequence is NPTAIFLTTL. The MHC is HLA-B07:02 with pseudo-sequence HLA-B07:02. The binding affinity (normalized) is 0.638. (3) The peptide sequence is SQFNHWFGE. The MHC is HLA-A24:03 with pseudo-sequence HLA-A24:03. The binding affinity (normalized) is 0.0847. (4) The peptide sequence is YVILVGAAF. The MHC is HLA-B15:01 with pseudo-sequence HLA-B15:01. The binding affinity (normalized) is 0.0847. (5) The peptide sequence is GPAGYTAAL. The MHC is HLA-A02:06 with pseudo-sequence HLA-A02:06. The binding affinity (normalized) is 0.0847.